Predict which catalyst facilitates the given reaction. From a dataset of Catalyst prediction with 721,799 reactions and 888 catalyst types from USPTO. (1) Reactant: [NH2:1][C:2]1[CH:7]=[C:6]([Br:8])[CH:5]=[CH:4][C:3]=1[NH:9][C:10](=[O:13])[CH2:11]Cl.[I-].[Na+].C(=O)([O-])[O-].[Na+].[Na+]. Product: [Br:8][C:6]1[CH:7]=[C:2]2[C:3](=[CH:4][CH:5]=1)[NH:9][C:10](=[O:13])[CH2:11][NH:1]2. The catalyst class is: 10. (2) Reactant: [CH:1]([C:4]1[N:5]=[C:6]([C:9]([OH:11])=O)[O:7][CH:8]=1)([CH3:3])[CH3:2].CN(C(ON1N=NC2C=CC=NC1=2)=[N+](C)C)C.F[P-](F)(F)(F)(F)F.C([O:38][C:39](=[O:63])[C@H:40]([N:60]=[N+]=[N-])[CH2:41][C@H:42]([NH2:59])[CH2:43][C:44]1[CH:49]=[CH:48][C:47]([C:50]2[CH:55]=[C:54]([Cl:56])[CH:53]=[CH:52][C:51]=2[F:57])=[CH:46][C:45]=1[Cl:58])C.CCN(C(C)C)C(C)C. Product: [NH2:60][C@H:40]([CH2:41][C@H:42]([NH:59][C:9]([C:6]1[O:7][CH:8]=[C:4]([CH:1]([CH3:2])[CH3:3])[N:5]=1)=[O:11])[CH2:43][C:44]1[CH:49]=[CH:48][C:47]([C:50]2[CH:55]=[C:54]([Cl:56])[CH:53]=[CH:52][C:51]=2[F:57])=[CH:46][C:45]=1[Cl:58])[C:39]([OH:63])=[O:38]. The catalyst class is: 3. (3) Reactant: [N:1]1[CH:6]=[CH:5][C:4]([CH2:7][CH2:8][NH2:9])=[CH:3][CH:2]=1.[C:10]([C:14]1[CH:21]=[CH:20][C:17]([CH:18]=O)=[CH:16][CH:15]=1)([CH3:13])([CH3:12])[CH3:11].[BH4-].[Na+].O. Product: [C:10]([C:14]1[CH:15]=[CH:16][C:17]([CH2:18][NH:9][CH2:8][CH2:7][C:4]2[CH:5]=[CH:6][N:1]=[CH:2][CH:3]=2)=[CH:20][CH:21]=1)([CH3:13])([CH3:11])[CH3:12]. The catalyst class is: 5. (4) Reactant: C([O:3][C:4](=O)[C:5]1[C:10]([F:11])=[CH:9][CH:8]=[C:7]([NH:12][S:13]([C:16]2[S:17][CH:18]=[CH:19][CH:20]=2)(=[O:15])=[O:14])[C:6]=1[F:21])C.[AlH4-].[Li+]. Product: [F:21][C:6]1[C:5]([CH2:4][OH:3])=[C:10]([F:11])[CH:9]=[CH:8][C:7]=1[NH:12][S:13]([C:16]1[S:17][CH:18]=[CH:19][CH:20]=1)(=[O:15])=[O:14]. The catalyst class is: 7. (5) Reactant: Cl[C:2]1[N:7]2[N:8]=[CH:9][CH:10]=[C:6]2[N:5]=[C:4]([CH:11]2[CH2:16][N:15]([C:17]([O:19][C:20]([CH3:23])([CH3:22])[CH3:21])=[O:18])[CH:14]([C:24]([O:26][C:27]([CH3:30])([CH3:29])[CH3:28])=[O:25])[CH2:13][CH2:12]2)[CH:3]=1.[NH3:31]. Product: [NH2:31][C:2]1[N:7]2[N:8]=[CH:9][CH:10]=[C:6]2[N:5]=[C:4]([CH:11]2[CH2:16][N:15]([C:17]([O:19][C:20]([CH3:23])([CH3:22])[CH3:21])=[O:18])[CH:14]([C:24]([O:26][C:27]([CH3:30])([CH3:29])[CH3:28])=[O:25])[CH2:13][CH2:12]2)[CH:3]=1. The catalyst class is: 5. (6) Reactant: [CH2:1]([C@H:4]1[CH2:9][CH2:8][C@H:7]([C@H:10]2[CH2:15][CH2:14][C@H:13]([CH2:16][CH2:17][CH:18]=[O:19])[CH2:12][CH2:11]2)[CH2:6][CH2:5]1)[CH2:2][CH3:3].[H-].[Al+3].[Li+].[H-].[H-].[H-].[OH-].[Na+]. Product: [CH2:1]([C@H:4]1[CH2:9][CH2:8][C@H:7]([C@H:10]2[CH2:15][CH2:14][C@H:13]([CH2:16][CH2:17][CH2:18][OH:19])[CH2:12][CH2:11]2)[CH2:6][CH2:5]1)[CH2:2][CH3:3]. The catalyst class is: 1. (7) Reactant: Cl[C:2]1[CH:7]=[C:6]([N:8]2[CH2:13][CH2:12][O:11][CH2:10][C@H:9]2[CH:14]([CH3:16])[CH3:15])[N:5]=[C:4]([NH:17][CH3:18])[N:3]=1.[C:19]([C:21]1[C:26]([F:27])=[CH:25][C:24](B(O)O)=[CH:23][C:22]=1[F:31])#[N:20].C1(P(C2CCCCC2)C2CCCCC2)CCCCC1.[O-]P([O-])([O-])=O.[K+].[K+].[K+]. Product: [F:27][C:26]1[CH:25]=[C:24]([C:2]2[CH:7]=[C:6]([N:8]3[CH2:13][CH2:12][O:11][CH2:10][C@H:9]3[CH:14]([CH3:16])[CH3:15])[N:5]=[C:4]([NH:17][CH3:18])[N:3]=2)[CH:23]=[C:22]([F:31])[C:21]=1[C:19]#[N:20]. The catalyst class is: 552. (8) Reactant: [C:1]1([CH3:10])[C:2]([N:7]=[C:8]=[O:9])=[CH:3][CH:4]=[CH:5][CH:6]=1.[NH2:11][C:12]1[CH:13]=[C:14]([NH:18][C:19]([NH:21][C:22]2[CH:27]=[CH:26][CH:25]=[C:24]([NH2:28])[CH:23]=2)=[O:20])[CH:15]=[CH:16][CH:17]=1. Product: [CH3:10][C:1]1[CH:6]=[CH:5][CH:4]=[CH:3][C:2]=1[NH:7][C:8]([NH:28][C:24]1[CH:23]=[C:22]([NH:21][C:19]([NH:18][C:14]2[CH:15]=[CH:16][CH:17]=[C:12]([NH:11][C:8](=[O:9])[NH:7][C:2]3[CH:3]=[CH:4][CH:5]=[CH:6][C:1]=3[CH3:10])[CH:13]=2)=[O:20])[CH:27]=[CH:26][CH:25]=1)=[O:9]. The catalyst class is: 12. (9) Reactant: ClC1N=C(Cl)C([N+]([O-])=O)=CN=1.[N+:12]([NH:15][C@H:16]([C:24]([OH:26])=[O:25])[CH2:17][C:18]1[CH:23]=[CH:22][CH:21]=[CH:20][CH:19]=1)([O-])=O. Product: [NH2:12][NH:15][C@H:16]([C:24]([OH:26])=[O:25])[CH2:17][C:18]1[CH:23]=[CH:22][CH:21]=[CH:20][CH:19]=1. The catalyst class is: 45. (10) Reactant: [Cl:1][C:2]1[CH:7]=[CH:6][C:5]([C:8]2[CH2:9][CH2:10][NH:11][CH2:12][CH:13]=2)=[CH:4][CH:3]=1.[CH2:14]1[CH2:20][S:17](=[O:19])(=[O:18])[O:16][CH2:15]1. Product: [Cl:1][C:2]1[CH:7]=[CH:6][C:5]([C:8]2[CH2:13][CH2:12][N:11]([CH2:15][CH2:14][CH2:20][S:17]([OH:19])(=[O:18])=[O:16])[CH2:10][CH:9]=2)=[CH:4][CH:3]=1. The catalyst class is: 21.